This data is from Peptide-MHC class II binding affinity with 134,281 pairs from IEDB. The task is: Regression. Given a peptide amino acid sequence and an MHC pseudo amino acid sequence, predict their binding affinity value. This is MHC class II binding data. (1) The peptide sequence is ASRENSGGGVEGIGL. The MHC is DRB1_0901 with pseudo-sequence DRB1_0901. The binding affinity (normalized) is 0. (2) The peptide sequence is GAVQWMNRLIAFASRGNHVS. The MHC is DRB1_1501 with pseudo-sequence DRB1_1501. The binding affinity (normalized) is 0.897. (3) The peptide sequence is GELQIVDKIDAAMKI. The MHC is DRB1_1501 with pseudo-sequence DRB1_1501. The binding affinity (normalized) is 0.393. (4) The peptide sequence is SGFLGPLLVLQAGFFLLTR. The MHC is HLA-DQA10301-DQB10302 with pseudo-sequence HLA-DQA10301-DQB10302. The binding affinity (normalized) is 0.308.